Task: Predict the product of the given reaction.. Dataset: Forward reaction prediction with 1.9M reactions from USPTO patents (1976-2016) Given the reactants [Br:1][C:2]1[S:6][C:5]2[C:7](=[O:16])[C:8]3[CH:12]=[C:11]([Br:13])[S:10][C:9]=3[C:14](=[O:15])[C:4]=2[CH:3]=1.[C:17](=[O:20])([O-])[O-].[K+].[K+].[CH2:23]([CH:30]([CH2:34][CH2:35][CH2:36][CH2:37][CH2:38][CH2:39][CH2:40][CH2:41][CH3:42])[C:31](Cl)=[O:32])[CH2:24][CH2:25][CH2:26][CH2:27][CH2:28][CH3:29], predict the reaction product. The product is: [Br:13][C:11]1[S:10][C:9]2=[C:14]([O:15][C:17](=[O:20])[CH:30]([CH2:23][CH2:24][CH2:25][CH2:26][CH2:27][CH2:28][CH3:29])[CH2:34][CH2:35][CH2:36][CH2:37][CH2:38][CH2:39][CH2:40][CH2:41][CH3:42])[C:4]3[CH:3]=[C:2]([Br:1])[S:6][C:5]=3[C:7]([O:16][C:31](=[O:32])[CH:30]([CH2:23][CH2:24][CH2:25][CH2:26][CH2:27][CH2:28][CH3:29])[CH2:34][CH2:35][CH2:36][CH2:37][CH2:38][CH2:39][CH2:40][CH2:41][CH3:42])=[C:8]2[CH:12]=1.